This data is from Forward reaction prediction with 1.9M reactions from USPTO patents (1976-2016). The task is: Predict the product of the given reaction. (1) Given the reactants [F:1][C:2]1[C:7]([O:8][CH3:9])=[CH:6][C:5]([O:10][CH3:11])=[C:4]([F:12])[C:3]=1[N:13]1[CH2:18][C:17]2[CH:19]=[N:20][C:21]([C:23]3[CH:24]=[CH:25][C:26]([C:29]#[N:30])=[N:27][CH:28]=3)=[CH:22][C:16]=2[N:15]([CH2:31][CH3:32])[C:14]1=[O:33].[OH-:34].[Na+], predict the reaction product. The product is: [F:12][C:4]1[C:5]([O:10][CH3:11])=[CH:6][C:7]([O:8][CH3:9])=[C:2]([F:1])[C:3]=1[N:13]1[CH2:18][C:17]2[CH:19]=[N:20][C:21]([C:23]3[CH:24]=[CH:25][C:26]([C:29]([NH2:30])=[O:34])=[N:27][CH:28]=3)=[CH:22][C:16]=2[N:15]([CH2:31][CH3:32])[C:14]1=[O:33]. (2) Given the reactants C([O:5][C:6](=[O:33])[C:7]([CH3:32])([S:9][C:10]1[CH:31]=[CH:30][C:13]([C:14]([O:16][CH2:17][C:18]2[N:19]=[N:20][N:21]([CH2:23][C:24]3[CH:29]=[CH:28][CH:27]=[CH:26][CH:25]=3)[CH:22]=2)=[O:15])=[CH:12][CH:11]=1)[CH3:8])(C)(C)C.Cl, predict the reaction product. The product is: [CH2:23]([N:21]1[CH:22]=[C:18]([CH2:17][O:16][C:14]([C:13]2[CH:12]=[CH:11][C:10]([S:9][C:7]([CH3:32])([CH3:8])[C:6]([OH:33])=[O:5])=[CH:31][CH:30]=2)=[O:15])[N:19]=[N:20]1)[C:24]1[CH:29]=[CH:28][CH:27]=[CH:26][CH:25]=1. (3) Given the reactants [CH:1]1[CH:2]=[CH:3][C:4]2[NH:11][C:9](=[O:10])[CH:8]=[C:7]([CH2:12][CH:13]([NH:17][C:18]([C:20]3[CH:21]=[CH:22][C:23]([Cl:26])=[CH:24][CH:25]=3)=[O:19])[C:14]([OH:16])=[O:15])[C:5]=2[CH:6]=1.Br[CH2:28][CH2:29][NH:30][C:31]([NH:33][CH2:34][C:35]1[CH:40]=[CH:39][CH:38]=[CH:37][CH:36]=1)=[O:32], predict the reaction product. The product is: [Cl:26][C:23]1[CH:24]=[CH:25][C:20]([C:18]([NH:17][CH:13]([CH2:12][C:7]2[C:5]3[C:4](=[CH:3][CH:2]=[CH:1][CH:6]=3)[NH:11][C:9](=[O:10])[CH:8]=2)[C:14]([O:16][CH2:28][CH2:29][NH:30][C:31]([NH:33][CH2:34][C:35]2[CH:40]=[CH:39][CH:38]=[CH:37][CH:36]=2)=[O:32])=[O:15])=[O:19])=[CH:21][CH:22]=1.